This data is from Full USPTO retrosynthesis dataset with 1.9M reactions from patents (1976-2016). The task is: Predict the reactants needed to synthesize the given product. (1) Given the product [ClH:1].[ClH:1].[CH2:46]([N:25]([CH2:23][CH3:24])[CH2:26][CH2:27][NH:28][C:29]([C:31]1[C:44]2[C:35](=[CH:36][C:37]3[C:42]([N:43]=2)=[CH:41][C:40]([I:45])=[CH:39][CH:38]=3)[CH:34]=[CH:33][CH:32]=1)=[O:30])[CH3:47], predict the reactants needed to synthesize it. The reactants are: [ClH:1].C(N(CC)CCNC(C1C=CC2C(=CC=C(I)C=2)C=1)=O)C.[CH2:23]([N:25]([CH2:46][CH3:47])[CH2:26][CH2:27][NH:28][C:29]([C:31]1[C:44]2[C:35](=[CH:36][C:37]3[C:42]([N:43]=2)=[CH:41][C:40]([I:45])=[CH:39][CH:38]=3)[CH:34]=[CH:33][CH:32]=1)=[O:30])[CH3:24].[K+].[Br-]. (2) Given the product [F:1][C:2]1[C:3]([NH2:9])=[N:4][C:5]2[C:6]([CH:7]=1)=[N:8][CH:15]=[CH:14][CH:19]=2, predict the reactants needed to synthesize it. The reactants are: [F:1][C:2]1[C:3]([NH2:9])=[N:4][CH:5]=[C:6]([NH2:8])[CH:7]=1.[Na+].[N+]([C:14]1[CH:15]=C(S([O-])(=O)=O)C=C[CH:19]=1)([O-])=O.OCC(CO)O.OS(O)(=O)=O.